This data is from Full USPTO retrosynthesis dataset with 1.9M reactions from patents (1976-2016). The task is: Predict the reactants needed to synthesize the given product. (1) Given the product [C:4]([O:3][C:1]([N:8]1[CH2:15][C@H:14]([F:16])[CH2:13][C@H:9]1[C:10]([O:12][CH2:32][C:33]1[CH:38]=[CH:37][CH:36]=[CH:35][CH:34]=1)=[O:11])=[O:2])([CH3:7])([CH3:6])[CH3:5], predict the reactants needed to synthesize it. The reactants are: [C:1]([N:8]1[CH2:15][C@H:14]([F:16])[CH2:13][C@H:9]1[C:10]([OH:12])=[O:11])([O:3][C:4]([CH3:7])([CH3:6])[CH3:5])=[O:2].C1CCC(N=C=NC2CCCCC2)CC1.[CH2:32](O)[C:33]1[CH:38]=[CH:37][CH:36]=[CH:35][CH:34]=1. (2) The reactants are: [CH2:1]([NH:8][CH2:9][C:10]([O:12][CH2:13][CH3:14])=[O:11])[C:2]1[CH:7]=[CH:6][CH:5]=[CH:4][CH:3]=1.[C:15]([C:17](=[CH:23]OCC)[C:18]([O:20][CH2:21][CH3:22])=[O:19])#[N:16].CCN(CC)CC. Given the product [NH2:16][C:15]1[C:17]([C:18]([O:20][CH2:21][CH3:22])=[O:19])=[CH:23][N:8]([CH2:1][C:2]2[CH:7]=[CH:6][CH:5]=[CH:4][CH:3]=2)[C:9]=1[C:10]([O:12][CH2:13][CH3:14])=[O:11], predict the reactants needed to synthesize it. (3) Given the product [ClH:49].[CH3:34][N:32]([CH3:33])[C:31]([C:28]1[CH:29]=[CH:30][C:25]([C:19]2[CH:20]=[CH:21][C:22]([O:23][CH3:24])=[C:17]([CH2:16][N:15]([CH:12]3[CH2:11][CH2:10][CH:9]([NH:7][CH3:6])[CH2:14][CH2:13]3)[C:36]([C:38]3[S:42][C:41]4[C:43]([F:48])=[CH:44][CH:45]=[C:46]([F:47])[C:40]=4[C:39]=3[Cl:49])=[O:37])[CH:18]=2)=[CH:26][CH:27]=1)=[O:35], predict the reactants needed to synthesize it. The reactants are: C(O[C:6](=O)[N:7]([CH:9]1[CH2:14][CH2:13][CH:12]([N:15]([C:36]([C:38]2[S:42][C:41]3[C:43]([F:48])=[CH:44][CH:45]=[C:46]([F:47])[C:40]=3[C:39]=2[Cl:49])=[O:37])[CH2:16][C:17]2[CH:18]=[C:19]([C:25]3[CH:30]=[CH:29][C:28]([C:31](=[O:35])[N:32]([CH3:34])[CH3:33])=[CH:27][CH:26]=3)[CH:20]=[CH:21][C:22]=2[O:23][CH3:24])[CH2:11][CH2:10]1)C)(C)(C)C.CC(OC)(C)C. (4) Given the product [C:39]([O:42][CH2:43][CH2:44][CH2:45][C:46]([O:1][C@@:2]([CH3:38])([C:3](=[O:35])[C@@H:4]([NH:12][C:13](=[O:34])[C@@H:14]([NH:18][C:19](=[O:33])[C@@H:20]([NH:24][C:25]([C:27]1[S:31][C:30]([CH3:32])=[N:29][CH:28]=1)=[O:26])[CH2:21][O:22][CH3:23])[CH2:15][O:16][CH3:17])[CH2:5][C:6]1[CH:7]=[CH:8][CH:9]=[CH:10][CH:11]=1)[CH2:36][I:37])=[O:47])(=[O:41])[CH3:40], predict the reactants needed to synthesize it. The reactants are: [OH:1][C@:2]([CH3:38])([CH2:36][I:37])[C:3](=[O:35])[C@@H:4]([NH:12][C:13](=[O:34])[C@@H:14]([NH:18][C:19](=[O:33])[C@@H:20]([NH:24][C:25]([C:27]1[S:31][C:30]([CH3:32])=[N:29][CH:28]=1)=[O:26])[CH2:21][O:22][CH3:23])[CH2:15][O:16][CH3:17])[CH2:5][C:6]1[CH:11]=[CH:10][CH:9]=[CH:8][CH:7]=1.[C:39]([O:42][CH2:43][CH2:44][CH2:45][C:46](O[C:46](=[O:47])[CH2:45][CH2:44][CH2:43][O:42][C:39](=[O:41])[CH3:40])=[O:47])(=[O:41])[CH3:40]. (5) Given the product [CH2:5]([NH:13][CH2:2][C:3]#[N:4])[CH2:6][C:7]1[CH:12]=[CH:11][CH:10]=[CH:9][CH:8]=1, predict the reactants needed to synthesize it. The reactants are: Cl[CH2:2][C:3]#[N:4].[CH2:5]([NH2:13])[CH2:6][C:7]1[CH:12]=[CH:11][CH:10]=[CH:9][CH:8]=1.C([O-])([O-])=O.[K+].[K+]. (6) Given the product [NH2:28][C:26]1[O:25][N:24]=[C:23]([C:20]([NH:19][C:15]([C:7]2[CH:6]=[N:5][C:4]([CH:1]3[CH2:2][CH2:3]3)=[C:9]([O:10][CH2:11][CH:12]3[CH2:13][CH2:14]3)[N:8]=2)=[O:17])([CH3:22])[CH3:21])[N:27]=1, predict the reactants needed to synthesize it. The reactants are: [CH:1]1([C:4]2[N:5]=[CH:6][C:7]([C:15]([OH:17])=O)=[N:8][C:9]=2[O:10][CH2:11][CH:12]2[CH2:14][CH2:13]2)[CH2:3][CH2:2]1.Cl.[NH2:19][C:20]([C:23]1[N:27]=[C:26]([NH2:28])[O:25][N:24]=1)([CH3:22])[CH3:21].